From a dataset of Full USPTO retrosynthesis dataset with 1.9M reactions from patents (1976-2016). Predict the reactants needed to synthesize the given product. (1) Given the product [Cl:1][C:2]1[CH:10]=[CH:9][C:8]2[N:7]([C:11]#[CH:12])[C:6]3[CH2:23][CH2:24][N:25]([CH3:27])[CH2:26][C:5]=3[C:4]=2[CH:3]=1, predict the reactants needed to synthesize it. The reactants are: [Cl:1][C:2]1[CH:10]=[CH:9][C:8]2[N:7]([C:11]#[C:12][Si](C(C)C)(C(C)C)C(C)C)[C:6]3[CH2:23][CH2:24][N:25]([CH3:27])[CH2:26][C:5]=3[C:4]=2[CH:3]=1.[F-].C([N+](CCCC)(CCCC)CCCC)CCC. (2) Given the product [CH2:1]([O:3][P:4]([C:9]1[S:13][C:12]([CH2:14][C:15]2[CH:16]=[C:17]([CH:21]=[C:22]([O:24][CH:25]([CH3:27])[CH3:26])[CH:23]=2)[C:18]([OH:20])=[O:19])=[CH:11][CH:10]=1)([O:6][CH2:7][CH3:8])=[O:5])[CH3:2], predict the reactants needed to synthesize it. The reactants are: [CH2:1]([O:3][P:4]([C:9]1[S:13][C:12]([CH:14](O)[C:15]2[CH:16]=[C:17]([CH:21]=[C:22]([O:24][CH:25]([CH3:27])[CH3:26])[CH:23]=2)[C:18]([OH:20])=[O:19])=[CH:11][CH:10]=1)([O:6][CH2:7][CH3:8])=[O:5])[CH3:2].C(O)(C(F)(F)F)=O.C([SiH](CC)CC)C. (3) The reactants are: [CH3:1][C:2]1[CH:20]=[CH:19][C:5]([C:6]([NH:8][C:9]2[CH:10]=[C:11]3[C:16](=[CH:17][CH:18]=2)[CH2:15][NH:14][CH2:13][CH2:12]3)=[O:7])=[C:4]([N:21]2[CH2:26][CH2:25][CH:24]([CH3:27])[CH2:23][CH2:22]2)[N:3]=1.C(N(CC)CC)C.CS(O[CH2:40][C:41]1[N:45]=[CH:44][N:43]([C:46]([C:59]2[CH:64]=[CH:63][CH:62]=[CH:61][CH:60]=2)([C:53]2[CH:58]=[CH:57][CH:56]=[CH:55][CH:54]=2)[C:47]2[CH:52]=[CH:51][CH:50]=[CH:49][CH:48]=2)[N:42]=1)(=O)=O.O. Given the product [CH3:1][C:2]1[CH:20]=[CH:19][C:5]([C:6]([NH:8][C:9]2[CH:10]=[C:11]3[C:16](=[CH:17][CH:18]=2)[CH2:15][N:14]([CH2:40][C:41]2[N:45]=[CH:44][N:43]([C:46]([C:47]4[CH:52]=[CH:51][CH:50]=[CH:49][CH:48]=4)([C:53]4[CH:54]=[CH:55][CH:56]=[CH:57][CH:58]=4)[C:59]4[CH:64]=[CH:63][CH:62]=[CH:61][CH:60]=4)[N:42]=2)[CH2:13][CH2:12]3)=[O:7])=[C:4]([N:21]2[CH2:26][CH2:25][CH:24]([CH3:27])[CH2:23][CH2:22]2)[N:3]=1, predict the reactants needed to synthesize it. (4) Given the product [S:24]1[C:28]2[CH:29]=[CH:30][CH:31]=[CH:32][C:27]=2[CH:26]=[C:25]1[C:33]([NH:11][C@H:10]([C:9]([NH:8][CH2:7][C@H:6]1[C@@H:2]([OH:1])[CH2:3][N:4]([C:17]([O:19][C:20]([CH3:21])([CH3:23])[CH3:22])=[O:18])[CH2:5]1)=[O:16])[CH2:12][CH:13]([CH3:14])[CH3:15])=[O:34], predict the reactants needed to synthesize it. The reactants are: [OH:1][C@@H:2]1[C@H:6]([CH2:7][NH:8][C:9](=[O:16])[C@H:10]([CH2:12][CH:13]([CH3:15])[CH3:14])[NH2:11])[CH2:5][N:4]([C:17]([O:19][C:20]([CH3:23])([CH3:22])[CH3:21])=[O:18])[CH2:3]1.[S:24]1[C:28]2[CH:29]=[CH:30][CH:31]=[CH:32][C:27]=2[CH:26]=[C:25]1[C:33](O)=[O:34].C(Cl)CCl.C1C=C2C(N(O)N=NC2=CC=1)=O.CN1CCOCC1. (5) Given the product [Br:12][C:10]1[N:9]([CH:13]([CH3:15])[CH3:14])[C:8]([CH:16]([NH:24][C:25]2[CH:30]=[CH:29][C:28]([F:31])=[C:27]([Cl:32])[CH:26]=2)[C:17]2[CH:22]=[CH:21][C:20]([Cl:23])=[CH:19][CH:18]=2)=[C:7]([C:5]([OH:6])=[O:4])[CH:11]=1, predict the reactants needed to synthesize it. The reactants are: [OH-].[Na+].C[O:4][C:5]([C:7]1[CH:11]=[C:10]([Br:12])[N:9]([CH:13]([CH3:15])[CH3:14])[C:8]=1[CH:16]([NH:24][C:25]1[CH:30]=[CH:29][C:28]([F:31])=[C:27]([Cl:32])[CH:26]=1)[C:17]1[CH:22]=[CH:21][C:20]([Cl:23])=[CH:19][CH:18]=1)=[O:6]. (6) Given the product [C:35]([O:34][C:32]([N:9]1[CH2:10][CH2:11][C@H:12]([C:13]2[CH:18]=[CH:17][C:16]([O:19][CH2:20][CH2:21][O:22][C:23]3[C:24]([Cl:31])=[CH:25][C:26]([CH3:30])=[CH:27][C:28]=3[Cl:29])=[CH:15][CH:14]=2)[C@@H:7]([C:5]([N:4]([CH2:39][C:40]2[CH:41]=[C:42]([CH:43]=[C:44]([CH2:46][CH2:47][CH2:48][O:49][CH3:50])[CH:45]=2)[O:51][CH2:52][CH2:53][C:54]([CH3:59])([CH3:60])[C:55]([OH:57])=[O:56])[CH:1]2[CH2:3][CH2:2]2)=[O:6])[CH2:8]1)=[O:33])([CH3:38])([CH3:37])[CH3:36], predict the reactants needed to synthesize it. The reactants are: [CH:1]1([N:4]([CH2:39][C:40]2[CH:45]=[C:44]([CH2:46][CH2:47][CH2:48][O:49][CH3:50])[CH:43]=[C:42]([O:51][CH2:52][CH2:53][C:54]([CH3:60])([CH3:59])[C:55]([O:57]C)=[O:56])[CH:41]=2)[C:5]([C@@H:7]2[C@@H:12]([C:13]3[CH:18]=[CH:17][C:16]([O:19][CH2:20][CH2:21][O:22][C:23]4[C:28]([Cl:29])=[CH:27][C:26]([CH3:30])=[CH:25][C:24]=4[Cl:31])=[CH:15][CH:14]=3)[CH2:11][CH2:10][N:9]([C:32]([O:34][C:35]([CH3:38])([CH3:37])[CH3:36])=[O:33])[CH2:8]2)=[O:6])[CH2:3][CH2:2]1.[OH-].[Na+]. (7) Given the product [O:26]1[C:22]2[CH:21]=[CH:20][C:19]([C:16]([CH2:17][CH3:18])=[C:15]([C:28]3[CH:29]=[CH:30][C:31]([OH:34])=[CH:32][CH:33]=3)[C:12]3[CH:13]=[N:14][C:9]([O:5][CH2:4][CH2:3][NH:2][CH3:1])=[CH:10][CH:11]=3)=[CH:27][C:23]=2[CH2:24][CH2:25]1, predict the reactants needed to synthesize it. The reactants are: [CH3:1][NH:2][CH2:3][CH2:4][OH:5].[H-].[Na+].Cl[C:9]1[N:14]=[CH:13][C:12]([C:15]([C:28]2[CH:33]=[CH:32][C:31]([OH:34])=[CH:30][CH:29]=2)=[C:16]([C:19]2[CH:20]=[CH:21][C:22]3[O:26][CH2:25][CH2:24][C:23]=3[CH:27]=2)[CH2:17][CH3:18])=[CH:11][CH:10]=1.